From a dataset of Reaction yield outcomes from USPTO patents with 853,638 reactions. Predict the reaction yield, written as a fraction of the theoretical maximum amount of product (1.0 means a 100% yield; for example, 0.34 means a 34% yield). (1) The reactants are [N+:1]([C:4]1[CH:5]=[CH:6][C:7]([NH:10][C:11]2[C:12]3[CH2:20][CH2:19][N:18]([C:21]4[CH:28]=[CH:27][C:24]([C:25]#[N:26])=[C:23]([C:29]([F:32])([F:31])[F:30])[CH:22]=4)[CH2:17][C:13]=3[N:14]=[CH:15][N:16]=2)=[N:8][CH:9]=1)([O-])=O. The catalyst is CO.[Pd]. The yield is 0.130. The product is [NH2:1][C:4]1[CH:5]=[CH:6][C:7]([NH:10][C:11]2[C:12]3[CH2:20][CH2:19][N:18]([C:21]4[CH:28]=[CH:27][C:24]([C:25]#[N:26])=[C:23]([C:29]([F:32])([F:31])[F:30])[CH:22]=4)[CH2:17][C:13]=3[N:14]=[CH:15][N:16]=2)=[N:8][CH:9]=1. (2) The reactants are S([CH2:5][CH2:6][C:7]#[C:8][C:9]1[CH:14]=[CH:13][CH:12]=[CH:11][CH:10]=1)(C)(=O)=O.[CH2:15]([C:22]1([OH:28])[CH2:27][CH2:26][NH:25][CH2:24][CH2:23]1)[C:16]1[CH:21]=[CH:20][CH:19]=[CH:18][CH:17]=1.C([O-])([O-])=O.[K+].[K+]. The catalyst is CC#N. The product is [CH2:15]([C:22]1([OH:28])[CH2:27][CH2:26][N:25]([CH2:5][CH2:6][C:7]#[C:8][C:9]2[CH:14]=[CH:13][CH:12]=[CH:11][CH:10]=2)[CH2:24][CH2:23]1)[C:16]1[CH:17]=[CH:18][CH:19]=[CH:20][CH:21]=1. The yield is 0.300.